From a dataset of Catalyst prediction with 721,799 reactions and 888 catalyst types from USPTO. Predict which catalyst facilitates the given reaction. (1) Reactant: [CH3:1][N:2]1[CH2:6][CH:5]([C:7](O)=[O:8])[C:4]([C:10]([F:13])([F:12])[F:11])=[N:3]1.C(Cl)(=O)C(Cl)=O.[CH3:20][CH:21]([C:26]1[S:27][CH:28]=[CH:29][C:30]=1[NH2:31])[CH2:22][CH:23]([CH3:25])[CH3:24].C(N(CC)CC)C. Product: [CH3:20][CH:21]([C:26]1[S:27][CH:28]=[CH:29][C:30]=1[NH:31][C:7]([CH:5]1[CH2:6][N:2]([CH3:1])[N:3]=[C:4]1[C:10]([F:13])([F:12])[F:11])=[O:8])[CH2:22][CH:23]([CH3:24])[CH3:25]. The catalyst class is: 120. (2) Reactant: [CH2:1]([C:9]1[C:10]([C:22]([F:25])([F:24])[F:23])=[C:11]2[C:15]3=[C:16]([CH2:18][NH:19][CH2:20][CH2:21][N:14]3[CH:13]=[CH:12]2)[CH:17]=1)[CH2:2][C:3]1[CH:8]=[CH:7][CH:6]=[CH:5][CH:4]=1.[F:26][C:27]([F:34])([F:33])[CH2:28][CH2:29]C(O)=O.CN(C([O:42]N1N=NC2C=CC=NC1=2)=[N+](C)C)C.F[P-](F)(F)(F)(F)F.C(N(CC)CC)C. Product: [F:26][C:27]([F:34])([F:33])[CH2:28][C:29]([CH:20]1[NH:19][CH2:18][C:16]2=[C:15]3[C:11](=[C:10]([C:22]([F:25])([F:24])[F:23])[C:9]([CH2:1][CH2:2][C:3]4[CH:4]=[CH:5][CH:6]=[CH:7][CH:8]=4)=[CH:17]2)[CH:12]=[CH:13][N:14]3[CH2:21]1)=[O:42]. The catalyst class is: 1.